Dataset: Full USPTO retrosynthesis dataset with 1.9M reactions from patents (1976-2016). Task: Predict the reactants needed to synthesize the given product. (1) Given the product [F:23][C:24]1[CH:29]=[CH:28][CH:27]=[CH:26][C:25]=1[N:30]1[C:5]([C:7]2[C:12](=[O:13])[CH:11]=[CH:10][N:9]([C:14]3[CH:15]=[C:16]([CH:19]=[CH:20][CH:21]=3)[C:17]#[N:18])[N:8]=2)=[CH:4][CH:3]=[N:2]1, predict the reactants needed to synthesize it. The reactants are: C[N:2](C)/[CH:3]=[CH:4]/[C:5]([C:7]1[C:12](=[O:13])[CH:11]=[CH:10][N:9]([C:14]2[CH:15]=[C:16]([CH:19]=[CH:20][CH:21]=2)[C:17]#[N:18])[N:8]=1)=O.[F:23][C:24]1[CH:29]=[CH:28][CH:27]=[CH:26][C:25]=1[NH:30]N. (2) Given the product [F:1][C:2]([F:35])([F:34])[C:3]1[CH:4]=[C:5]([C:13]([CH3:33])([CH3:32])[C:14]([N:16]([CH3:17])[C:18]2[CH:19]=[N:20][C:21]([N:41]3[CH2:40][CH2:39][N:38]4[C:42](=[O:45])[CH2:43][CH2:44][CH:37]4[CH2:36]3)=[CH:22][C:23]=2[C:24]2[CH:29]=[CH:28][CH:27]=[CH:26][C:25]=2[CH3:30])=[O:15])[CH:6]=[C:7]([C:9]([F:12])([F:11])[F:10])[CH:8]=1, predict the reactants needed to synthesize it. The reactants are: [F:1][C:2]([F:35])([F:34])[C:3]1[CH:4]=[C:5]([C:13]([CH3:33])([CH3:32])[C:14]([N:16]([C:18]2[CH:19]=[N:20][C:21](Cl)=[CH:22][C:23]=2[C:24]2[CH:29]=[CH:28][CH:27]=[CH:26][C:25]=2[CH3:30])[CH3:17])=[O:15])[CH:6]=[C:7]([C:9]([F:12])([F:11])[F:10])[CH:8]=1.[CH2:36]1[NH:41][CH2:40][CH2:39][N:38]2[C:42](=[O:45])[CH2:43][CH2:44][CH:37]12.C(=O)([O-])[O-].[K+].[K+].[NH4+].[Cl-].